From a dataset of NCI-60 drug combinations with 297,098 pairs across 59 cell lines. Regression. Given two drug SMILES strings and cell line genomic features, predict the synergy score measuring deviation from expected non-interaction effect. (1) Drug 1: C1=CC(=CC=C1CC(C(=O)O)N)N(CCCl)CCCl.Cl. Drug 2: CN(CC1=CN=C2C(=N1)C(=NC(=N2)N)N)C3=CC=C(C=C3)C(=O)NC(CCC(=O)O)C(=O)O. Cell line: EKVX. Synergy scores: CSS=3.97, Synergy_ZIP=-4.85, Synergy_Bliss=-4.39, Synergy_Loewe=-6.02, Synergy_HSA=-3.37. (2) Synergy scores: CSS=69.6, Synergy_ZIP=15.8, Synergy_Bliss=15.8, Synergy_Loewe=20.5, Synergy_HSA=23.1. Cell line: NCIH23. Drug 1: CCN(CC)CCNC(=O)C1=C(NC(=C1C)C=C2C3=C(C=CC(=C3)F)NC2=O)C. Drug 2: CC1CCC2CC(C(=CC=CC=CC(CC(C(=O)C(C(C(=CC(C(=O)CC(OC(=O)C3CCCCN3C(=O)C(=O)C1(O2)O)C(C)CC4CCC(C(C4)OC)OP(=O)(C)C)C)C)O)OC)C)C)C)OC. (3) Drug 1: COC1=C(C=C2C(=C1)N=CN=C2NC3=CC(=C(C=C3)F)Cl)OCCCN4CCOCC4. Drug 2: C1=CC(=CC=C1C#N)C(C2=CC=C(C=C2)C#N)N3C=NC=N3. Cell line: LOX IMVI. Synergy scores: CSS=7.05, Synergy_ZIP=-4.70, Synergy_Bliss=-3.88, Synergy_Loewe=-3.81, Synergy_HSA=-2.06. (4) Drug 1: CCCS(=O)(=O)NC1=C(C(=C(C=C1)F)C(=O)C2=CNC3=C2C=C(C=N3)C4=CC=C(C=C4)Cl)F. Drug 2: CC1C(C(CC(O1)OC2CC(CC3=C2C(=C4C(=C3O)C(=O)C5=C(C4=O)C(=CC=C5)OC)O)(C(=O)C)O)N)O.Cl. Cell line: RPMI-8226. Synergy scores: CSS=51.5, Synergy_ZIP=24.2, Synergy_Bliss=28.2, Synergy_Loewe=-17.1, Synergy_HSA=24.5. (5) Drug 1: CC1=C(C(=O)C2=C(C1=O)N3CC4C(C3(C2COC(=O)N)OC)N4)N. Drug 2: CN1C=C(C=N1)C2=C3N=C(C(=C(N3N=C2)N)Br)C4CCCNC4. Cell line: HCT116. Synergy scores: CSS=52.7, Synergy_ZIP=4.64, Synergy_Bliss=3.49, Synergy_Loewe=3.03, Synergy_HSA=6.05.